This data is from Reaction yield outcomes from USPTO patents with 853,638 reactions. The task is: Predict the reaction yield, written as a fraction of the theoretical maximum amount of product (1.0 means a 100% yield; for example, 0.34 means a 34% yield). (1) The reactants are [N:1]1([C:7]2[CH:16]=[CH:15][CH:14]=[C:13]3[C:8]=2[C:9]([NH2:18])=[N:10][C:11]([NH2:17])=[N:12]3)[CH2:6][CH2:5][NH:4][CH2:3][CH2:2]1.[Cl:19][C:20]1[CH:27]=[C:26]([Cl:28])[CH:25]=[CH:24][C:21]=1[CH2:22]Cl. No catalyst specified. The product is [Cl:19][C:20]1[CH:27]=[C:26]([Cl:28])[CH:25]=[CH:24][C:21]=1[CH2:22][N:4]1[CH2:5][CH2:6][N:1]([C:7]2[CH:16]=[CH:15][CH:14]=[C:13]3[C:8]=2[C:9]([NH2:18])=[N:10][C:11]([NH2:17])=[N:12]3)[CH2:2][CH2:3]1. The yield is 0.600. (2) The reactants are Br[C:2]1[N:6]2[CH:7]=[C:8]([CH:29]3[CH2:31][CH2:30]3)[C:9]([O:11][CH2:12][C:13]3([CH3:28])[CH2:18][CH2:17][N:16]([CH2:19][C:20]4[CH:25]=[C:24]([Cl:26])[CH:23]=[C:22]([Cl:27])[CH:21]=4)[CH2:15][CH2:14]3)=[CH:10][C:5]2=[N:4][N:3]=1.[CH:32]1([S:35]([NH2:38])(=[O:37])=[O:36])CC1.CS(N)(=O)=O. No catalyst specified. The product is [CH:29]1([C:8]2[C:9]([O:11][CH2:12][C:13]3([CH3:28])[CH2:14][CH2:15][N:16]([CH2:19][C:20]4[CH:25]=[C:24]([Cl:26])[CH:23]=[C:22]([Cl:27])[CH:21]=4)[CH2:17][CH2:18]3)=[CH:10][C:5]3[N:6]([C:2]([NH:38][S:35]([CH3:32])(=[O:37])=[O:36])=[N:3][N:4]=3)[CH:7]=2)[CH2:31][CH2:30]1. The yield is 0.0700. (3) The catalyst is CC(N(C)C)=O.CCOC(C)=O. The yield is 0.570. The reactants are [Br:1][C:2]1[CH:7]=[CH:6][C:5]([NH:8][C:9]2[N:10]([CH3:19])[C:11](=[O:18])[CH:12]=[CH:13][C:14]=2[C:15]([OH:17])=O)=[C:4]([F:20])[CH:3]=1.CCN=C=NCCCN(C)C.C1C=CC2N(O)N=NC=2C=1.[CH:42]1([CH2:45][O:46][NH2:47])[CH2:44][CH2:43]1.CCN(CC)CC. The product is [CH:42]1([CH2:45][O:46][NH:47][C:15]([C:14]2[CH:13]=[CH:12][C:11](=[O:18])[N:10]([CH3:19])[C:9]=2[NH:8][C:5]2[CH:6]=[CH:7][C:2]([Br:1])=[CH:3][C:4]=2[F:20])=[O:17])[CH2:44][CH2:43]1. (4) The reactants are Br[C:2]1[CH:7]=[CH:6][C:5]([CH:8]([O:17][CH2:18][CH3:19])[CH2:9][CH:10]([O:14][CH2:15][CH3:16])[O:11][CH2:12][CH3:13])=[CH:4][N:3]=1.[F:20][C:21]([F:31])([F:30])[C:22]1[CH:29]=[CH:28][C:25]([CH2:26][NH2:27])=[CH:24][CH:23]=1.CC(C)([O-])C.[K+].O. The catalyst is COCCOC.C(C1C=CC=C(C(C)C)C=1N1C=CN(C2C(C(C)C)=CC=CC=2C(C)C)C1=[Pd-]C1C(Cl)=CC=CN=1)(C)C. The product is [CH2:18]([O:17][CH:8]([C:5]1[CH:6]=[CH:7][C:2]([NH:27][CH2:26][C:25]2[CH:24]=[CH:23][C:22]([C:21]([F:20])([F:30])[F:31])=[CH:29][CH:28]=2)=[N:3][CH:4]=1)[CH2:9][CH:10]([O:14][CH2:15][CH3:16])[O:11][CH2:12][CH3:13])[CH3:19]. The yield is 0.0600. (5) The reactants are Br[C:2]1[C:10]2[C:9]([NH:11][C@H:12]([C:14]3[N:19]([C:20]4[CH:25]=[CH:24][CH:23]=[CH:22][CH:21]=4)[C:18](=[O:26])[C:17]4=[C:27]([CH3:30])[CH:28]=[CH:29][N:16]4[N:15]=3)[CH3:13])=[N:8][CH:7]=[N:6][C:5]=2[N:4]([CH2:31][O:32][CH2:33][CH2:34][Si:35]([CH3:38])([CH3:37])[CH3:36])[CH:3]=1.[F:39][C:40]1[CH:41]=[CH:42][C:43]([O:49][CH3:50])=[C:44](B(O)O)[CH:45]=1.C(=O)([O-])[O-].[Na+].[Na+]. The catalyst is Cl[Pd](Cl)([P](C1C=CC=CC=1)(C1C=CC=CC=1)C1C=CC=CC=1)[P](C1C=CC=CC=1)(C1C=CC=CC=1)C1C=CC=CC=1. The product is [F:39][C:40]1[CH:45]=[CH:44][C:43]([O:49][CH3:50])=[C:42]([C:2]2[C:10]3[C:9]([NH:11][C@H:12]([C:14]4[N:19]([C:20]5[CH:25]=[CH:24][CH:23]=[CH:22][CH:21]=5)[C:18](=[O:26])[C:17]5=[C:27]([CH3:30])[CH:28]=[CH:29][N:16]5[N:15]=4)[CH3:13])=[N:8][CH:7]=[N:6][C:5]=3[N:4]([CH2:31][O:32][CH2:33][CH2:34][Si:35]([CH3:38])([CH3:37])[CH3:36])[CH:3]=2)[CH:41]=1. The yield is 0.640.